From a dataset of Forward reaction prediction with 1.9M reactions from USPTO patents (1976-2016). Predict the product of the given reaction. Given the reactants [Cl:1][C:2]1[N:3]=[CH:4][N:5]([C:7]2[CH:16]=[CH:15][C:10]([C:11](OC)=[O:12])=[CH:9][C:8]=2[O:17][CH3:18])[CH:6]=1.O.[NH2:20][NH2:21], predict the reaction product. The product is: [Cl:1][C:2]1[N:3]=[CH:4][N:5]([C:7]2[CH:16]=[CH:15][C:10]([C:11]([NH:20][NH2:21])=[O:12])=[CH:9][C:8]=2[O:17][CH3:18])[CH:6]=1.